Dataset: Retrosynthesis with 50K atom-mapped reactions and 10 reaction types from USPTO. Task: Predict the reactants needed to synthesize the given product. (1) The reactants are: C#CCOc1ccc(C(=O)Cl)cc1F.CC1CCCCC1N. Given the product C#CCOc1ccc(C(=O)NC2CCCCC2C)cc1F, predict the reactants needed to synthesize it. (2) Given the product CCc1cc2c(=O)n(CC(=O)c3ccc(OC)cc3)c(=O)n(Cc3c(F)cc(-c4ccccc4C#N)cc3F)c2s1, predict the reactants needed to synthesize it. The reactants are: CCc1cc2c(=O)[nH]c(=O)n(Cc3c(F)cc(-c4ccccc4C#N)cc3F)c2s1.COc1ccc(C(=O)CBr)cc1. (3) Given the product CN(C)CCC(O)c1ccc(OCCCN2CCCCC2)cc1, predict the reactants needed to synthesize it. The reactants are: CN(C)CCC(=O)c1ccc(OCCCN2CCCCC2)cc1. (4) Given the product Brc1cc2c(-c3ccccc3)nn(C3CCCCO3)c2cn1, predict the reactants needed to synthesize it. The reactants are: Brc1cc2c(I)nn(C3CCCCO3)c2cn1.OB(O)c1ccccc1. (5) The reactants are: CC(C)(C)OC(=O)N1CC[C@@H](N)[C@H](O)C1.CCc1[nH]c(C(=O)O)nc1Cl. Given the product CCc1[nH]c(C(=O)N[C@@H]2CCN(C(=O)OC(C)(C)C)C[C@H]2O)nc1Cl, predict the reactants needed to synthesize it. (6) Given the product O=C(O)c1ccc2c(Cl)cc(Cl)c(O)c2n1, predict the reactants needed to synthesize it. The reactants are: O=C(O)c1ccc2c(Cl)cc(Cl)c(OCc3ccccc3)c2n1.